Task: Predict the reactants needed to synthesize the given product.. Dataset: Full USPTO retrosynthesis dataset with 1.9M reactions from patents (1976-2016) (1) Given the product [NH2:1][C:2]1[C:11]2[CH:10]=[CH:9][CH:8]=[C:7]([C:32]3[CH:31]=[N:30][C:29]([Cl:28])=[CH:34][CH:33]=3)[C:6]=2[N:5]=[C:4]2[CH2:13][N:14]([CH2:17][C:18]3[CH:23]=[CH:22][C:21]([O:24][CH3:25])=[C:20]([O:26][CH3:27])[CH:19]=3)[C:15](=[O:16])[C:3]=12, predict the reactants needed to synthesize it. The reactants are: [NH2:1][C:2]1[C:11]2[CH:10]=[CH:9][CH:8]=[C:7](Br)[C:6]=2[N:5]=[C:4]2[CH2:13][N:14]([CH2:17][C:18]3[CH:23]=[CH:22][C:21]([O:24][CH3:25])=[C:20]([O:26][CH3:27])[CH:19]=3)[C:15](=[O:16])[C:3]=12.[Cl:28][C:29]1[CH:34]=[CH:33][C:32](B2OC(C)(C)C(C)(C)O2)=[CH:31][N:30]=1. (2) Given the product [C:32]([O:31][C:29](=[O:30])[C@@H:17]([NH:16][C:14](=[O:15])[C@@H:13]([NH:12][C:10]([C:8]1[S:9][C:5]([C:1]([CH3:4])([CH3:3])[CH3:2])=[CH:6][CH:7]=1)=[O:11])[CH2:36][C:37]1[CH:38]=[CH:39][C:40]([C:43]2[N:48]=[CH:47][C:46]([C:49]3[CH:54]=[CH:53][C:52]([O:55][CH2:56][CH2:57][CH2:58][CH2:59][CH2:60][CH2:61][CH3:62])=[CH:51][CH:50]=3)=[CH:45][N:44]=2)=[CH:41][CH:42]=1)[CH2:18][C:19]([OH:21])=[O:20])([CH3:33])([CH3:34])[CH3:35], predict the reactants needed to synthesize it. The reactants are: [C:1]([C:5]1[S:9][C:8]([C:10]([NH:12][C@@H:13]([CH2:36][C:37]2[CH:42]=[CH:41][C:40]([C:43]3[N:48]=[CH:47][C:46]([C:49]4[CH:54]=[CH:53][C:52]([O:55][CH2:56][CH2:57][CH2:58][CH2:59][CH2:60][CH2:61][CH3:62])=[CH:51][CH:50]=4)=[CH:45][N:44]=3)=[CH:39][CH:38]=2)[C:14]([NH:16][C@H:17]([C:29]([O:31][C:32]([CH3:35])([CH3:34])[CH3:33])=[O:30])[CH2:18][C:19]([O:21]CC2C=CC=CC=2)=[O:20])=[O:15])=[O:11])=[CH:7][CH:6]=1)([CH3:4])([CH3:3])[CH3:2].